Dataset: NCI-60 drug combinations with 297,098 pairs across 59 cell lines. Task: Regression. Given two drug SMILES strings and cell line genomic features, predict the synergy score measuring deviation from expected non-interaction effect. (1) Drug 1: C1=NC2=C(N=C(N=C2N1C3C(C(C(O3)CO)O)O)F)N. Drug 2: C1=CC=C(C(=C1)C(C2=CC=C(C=C2)Cl)C(Cl)Cl)Cl. Cell line: COLO 205. Synergy scores: CSS=18.0, Synergy_ZIP=-8.68, Synergy_Bliss=-10.6, Synergy_Loewe=-22.3, Synergy_HSA=-11.0. (2) Drug 2: CC1C(C(CC(O1)OC2CC(OC(C2O)C)OC3=CC4=CC5=C(C(=O)C(C(C5)C(C(=O)C(C(C)O)O)OC)OC6CC(C(C(O6)C)O)OC7CC(C(C(O7)C)O)OC8CC(C(C(O8)C)O)(C)O)C(=C4C(=C3C)O)O)O)O. Synergy scores: CSS=41.6, Synergy_ZIP=16.5, Synergy_Bliss=20.5, Synergy_Loewe=16.6, Synergy_HSA=17.1. Cell line: RPMI-8226. Drug 1: C1=C(C(=O)NC(=O)N1)N(CCCl)CCCl. (3) Drug 1: C1=C(C(=O)NC(=O)N1)F. Drug 2: C#CCC(CC1=CN=C2C(=N1)C(=NC(=N2)N)N)C3=CC=C(C=C3)C(=O)NC(CCC(=O)O)C(=O)O. Cell line: DU-145. Synergy scores: CSS=35.9, Synergy_ZIP=-0.513, Synergy_Bliss=-1.64, Synergy_Loewe=-0.453, Synergy_HSA=-0.452. (4) Drug 1: CN1CCC(CC1)COC2=C(C=C3C(=C2)N=CN=C3NC4=C(C=C(C=C4)Br)F)OC. Drug 2: COC1=NC(=NC2=C1N=CN2C3C(C(C(O3)CO)O)O)N. Cell line: COLO 205. Synergy scores: CSS=5.90, Synergy_ZIP=2.55, Synergy_Bliss=9.41, Synergy_Loewe=-1.90, Synergy_HSA=0.338. (5) Drug 1: CCCCC(=O)OCC(=O)C1(CC(C2=C(C1)C(=C3C(=C2O)C(=O)C4=C(C3=O)C=CC=C4OC)O)OC5CC(C(C(O5)C)O)NC(=O)C(F)(F)F)O. Drug 2: C#CCC(CC1=CN=C2C(=N1)C(=NC(=N2)N)N)C3=CC=C(C=C3)C(=O)NC(CCC(=O)O)C(=O)O. Cell line: M14. Synergy scores: CSS=-0.294, Synergy_ZIP=-3.80, Synergy_Bliss=0.361, Synergy_Loewe=-1.60, Synergy_HSA=-0.482.